From a dataset of Full USPTO retrosynthesis dataset with 1.9M reactions from patents (1976-2016). Predict the reactants needed to synthesize the given product. (1) The reactants are: [F:1][C:2]([F:23])([F:22])[C:3](=O)[CH:4]=[C:5](O)[C:6]1[CH:19]=[CH:18][C:17]2C3C(=CC=CC=3)C=C[C:8]=2[CH:7]=1.Cl.[N+:25]([C:28]1[CH:33]=[CH:32][C:31]([NH:34][NH2:35])=[CH:30][CH:29]=1)([O-:27])=[O:26]. Given the product [N+:25]([C:28]1[CH:29]=[CH:30][C:31]([N:34]2[C:5]([C:6]3[CH:7]=[CH:8][CH:17]=[CH:18][CH:19]=3)=[CH:4][C:3]([C:2]([F:1])([F:22])[F:23])=[N:35]2)=[CH:32][CH:33]=1)([O-:27])=[O:26], predict the reactants needed to synthesize it. (2) Given the product [C:1]([O:5][C:6]([N:8]1[CH2:11][CH:10]([O:12][C:13]2[CH:18]=[CH:17][C:16]([NH2:19])=[C:15]([CH3:22])[CH:14]=2)[CH2:9]1)=[O:7])([CH3:4])([CH3:3])[CH3:2], predict the reactants needed to synthesize it. The reactants are: [C:1]([O:5][C:6]([N:8]1[CH2:11][CH:10]([O:12][C:13]2[CH:18]=[CH:17][C:16]([N+:19]([O-])=O)=[C:15]([CH3:22])[CH:14]=2)[CH2:9]1)=[O:7])([CH3:4])([CH3:3])[CH3:2].[H][H]. (3) Given the product [OH:8][C:9]1[C:14]2[CH:15]=[C:16]([CH3:18])[O:17][C:13]=2[CH:12]=[CH:11][CH:10]=1, predict the reactants needed to synthesize it. The reactants are: [Si]([O:8][C:9]1[C:14]2[CH:15]=[C:16]([CH3:18])[O:17][C:13]=2[CH:12]=[CH:11][CH:10]=1)(C(C)(C)C)(C)C.CCCC[N+](CCCC)(CCCC)CCCC.[F-]. (4) Given the product [C:1]([C:3]1[CH:8]=[C:7]([CH3:9])[N+:6]([O-:19])=[C:5]([CH3:10])[CH:4]=1)#[N:2], predict the reactants needed to synthesize it. The reactants are: [C:1]([C:3]1[CH:8]=[C:7]([CH3:9])[N:6]=[C:5]([CH3:10])[CH:4]=1)#[N:2].ClC1C=CC=C(C(OO)=[O:19])C=1. (5) Given the product [Cl:16][C:10]1[CH:11]=[C:12]2[C:7](=[CH:8][CH:9]=1)[NH:6][C:5]([CH2:4][CH2:3][OH:2])=[C:13]2[S:14][CH3:15], predict the reactants needed to synthesize it. The reactants are: C[O:2][C:3](=O)[CH2:4][C:5]1[NH:6][C:7]2[C:12]([C:13]=1[S:14][CH3:15])=[CH:11][C:10]([Cl:16])=[CH:9][CH:8]=2.[H-].[Al+3].[Li+].[H-].[H-].[H-].O.O.O.O.O.O.O.O.O.O.S([O-])([O-])(=O)=O.[Na+].[Na+]. (6) Given the product [F:48][C:2]([F:1])([F:47])[C:3]1[CH:4]=[C:5]([CH:40]=[C:41]([C:43]([F:44])([F:45])[F:46])[CH:42]=1)[CH2:6][N:7]([CH2:23][C:24]1[CH:29]=[C:28]([C:30]([F:33])([F:32])[F:31])[CH:27]=[CH:26][C:25]=1[N:34]1[C@@H:35]([CH2:36][CH3:37])[CH2:38][O:39][C:57]1=[O:59])[C:8]1[N:9]=[CH:10][C:11]([O:14][CH2:15][CH2:16][CH2:17][C:18]([O:20][CH2:21][CH3:22])=[O:19])=[CH:12][N:13]=1, predict the reactants needed to synthesize it. The reactants are: [F:1][C:2]([F:48])([F:47])[C:3]1[CH:4]=[C:5]([CH:40]=[C:41]([C:43]([F:46])([F:45])[F:44])[CH:42]=1)[CH2:6][N:7]([CH2:23][C:24]1[CH:29]=[C:28]([C:30]([F:33])([F:32])[F:31])[CH:27]=[CH:26][C:25]=1[NH:34][C@H:35]([CH2:38][OH:39])[CH2:36][CH3:37])[C:8]1[N:13]=[CH:12][C:11]([O:14][CH2:15][CH2:16][CH2:17][C:18]([O:20][CH2:21][CH3:22])=[O:19])=[CH:10][N:9]=1.C(N(CC)CC)C.Cl[C:57](Cl)([O:59]C(=O)OC(Cl)(Cl)Cl)Cl. (7) Given the product [CH:1]1([NH:4][C:5](=[O:13])[C:6]2[CH:11]=[CH:10][CH:9]=[CH:8][C:7]=2[O:12][CH2:17][C@@H:15]2[CH2:16][O:14]2)[CH2:2][CH2:3]1, predict the reactants needed to synthesize it. The reactants are: [CH:1]1([NH:4][C:5](=[O:13])[C:6]2[CH:11]=[CH:10][CH:9]=[CH:8][C:7]=2[OH:12])[CH2:3][CH2:2]1.[O:14]1[CH2:16][C@H:15]1[CH2:17]OS(C1C=CC=C([N+]([O-])=O)C=1)(=O)=O.C(=O)([O-])[O-].[Cs+].[Cs+]. (8) Given the product [Cl:27][C:28]1[CH:29]=[C:30]([C@H:34]2[CH2:35][C@H:36]([CH2:56][C:57]([NH:5][S:2]([CH3:1])(=[O:4])=[O:3])=[O:58])[C:37](=[O:55])[N:38]([C@@H:47]([CH2:53][CH3:54])[C:48]([O:50][CH2:51][CH3:52])=[O:49])[C@@H:39]2[C:40]2[CH:45]=[CH:44][C:43]([Cl:46])=[CH:42][CH:41]=2)[CH:31]=[CH:32][CH:33]=1, predict the reactants needed to synthesize it. The reactants are: [CH3:1][S:2]([NH2:5])(=[O:4])=[O:3].C(N(C(C)C)C(C)C)C.N1(C(N2C=CN=C2)=O)C=CN=C1.[Cl:27][C:28]1[CH:29]=[C:30]([C@@H:34]2[C@@H:39]([C:40]3[CH:45]=[CH:44][C:43]([Cl:46])=[CH:42][CH:41]=3)[N:38]([C@H:47]([CH2:53][CH3:54])[C:48]([O:50][CH2:51][CH3:52])=[O:49])[C:37](=[O:55])[C@@H:36]([CH2:56][C:57](O)=[O:58])[CH2:35]2)[CH:31]=[CH:32][CH:33]=1.[NH4+].[Cl-]. (9) The reactants are: [C:1]([C:3]1[CH:4]=[N:5][C:6]2[C:11]([C:12]=1[NH:13][C:14]1[CH:15]=[C:16]([CH:21]=[CH:22][CH:23]=1)[C:17]([O:19][CH3:20])=[O:18])=[CH:10][C:9](F)=[N:8][CH:7]=2)#[N:2].[NH2:25][CH2:26][CH2:27][N:28]1[CH2:33][CH2:32][O:31][CH2:30][CH2:29]1. Given the product [C:1]([C:3]1[CH:4]=[N:5][C:6]2[C:11]([C:12]=1[NH:13][C:14]1[CH:15]=[C:16]([CH:21]=[CH:22][CH:23]=1)[C:17]([O:19][CH3:20])=[O:18])=[CH:10][C:9]([NH:25][CH2:26][CH2:27][N:28]1[CH2:33][CH2:32][O:31][CH2:30][CH2:29]1)=[N:8][CH:7]=2)#[N:2], predict the reactants needed to synthesize it. (10) Given the product [C:61]([O:49][NH:40][C:30]([C@@:2]1([F:1])[CH2:6][CH2:5][CH2:4][C@H:3]1[NH:7][S:8]([C:11]1[CH:16]=[CH:15][C:14]([O:17][CH2:18][C:19]2[C:28]3[C:23](=[CH:24][CH:25]=[CH:26][CH:27]=3)[N:22]=[C:21]([CH3:29])[CH:20]=2)=[CH:13][CH:12]=1)(=[O:9])=[O:10])=[O:32])([CH3:62])([CH3:63])[CH3:64], predict the reactants needed to synthesize it. The reactants are: [F:1][C@:2]1([C:30]([OH:32])=O)[CH2:6][CH2:5][CH2:4][C@H:3]1[NH:7][S:8]([C:11]1[CH:16]=[CH:15][C:14]([O:17][CH2:18][C:19]2[C:28]3[C:23](=[CH:24][CH:25]=[CH:26][CH:27]=3)[N:22]=[C:21]([CH3:29])[CH:20]=2)=[CH:13][CH:12]=1)(=[O:10])=[O:9].F[P-](F)(F)(F)(F)F.[N:40]1([O:49][P+](N(C)C)(N(C)C)N(C)C)C2C=CC=CC=2N=N1.Cl.[C:61](NO)([CH3:64])([CH3:63])[CH3:62].C(N(C(C)C)CC)(C)C.